The task is: Regression. Given two drug SMILES strings and cell line genomic features, predict the synergy score measuring deviation from expected non-interaction effect.. This data is from NCI-60 drug combinations with 297,098 pairs across 59 cell lines. Drug 1: C1=CC=C(C=C1)NC(=O)CCCCCCC(=O)NO. Drug 2: CCN(CC)CCNC(=O)C1=C(NC(=C1C)C=C2C3=C(C=CC(=C3)F)NC2=O)C. Cell line: RPMI-8226. Synergy scores: CSS=24.8, Synergy_ZIP=0.555, Synergy_Bliss=1.37, Synergy_Loewe=-12.6, Synergy_HSA=1.89.